This data is from Forward reaction prediction with 1.9M reactions from USPTO patents (1976-2016). The task is: Predict the product of the given reaction. (1) Given the reactants [I:1][C:2]1[CH:10]=[C:9]2[C:5]([C:6]([C:11]([N:13]([CH3:15])[CH3:14])=[O:12])=[N:7][NH:8]2)=[CH:4][CH:3]=1.[H-].[Na+].Cl[C:19]1[N:24]=[C:23]([NH2:25])[N:22]=[C:21]([NH:26][CH3:27])[CH:20]=1, predict the reaction product. The product is: [NH2:25][C:23]1[N:24]=[C:19]([N:8]2[C:9]3[C:5](=[CH:4][CH:3]=[C:2]([I:1])[CH:10]=3)[C:6]([C:11]([N:13]([CH3:15])[CH3:14])=[O:12])=[N:7]2)[CH:20]=[C:21]([NH:26][CH3:27])[N:22]=1. (2) The product is: [ClH:27].[CH2:1]([CH:3]([N:6]1[CH2:11][CH2:10][CH:9]([CH2:12][C:13]2[N:14]=[C:25]([C:24]3[CH:28]=[CH:29][C:21]([C:17]([CH3:20])([CH3:19])[CH3:18])=[CH:22][CH:23]=3)[O:16][N:15]=2)[CH2:8][CH2:7]1)[CH2:4][CH3:5])[CH3:2]. Given the reactants [CH2:1]([CH:3]([N:6]1[CH2:11][CH2:10][CH:9]([CH2:12][C:13]([NH:15][OH:16])=[NH:14])[CH2:8][CH2:7]1)[CH2:4][CH3:5])[CH3:2].[C:17]([C:21]1[CH:29]=[CH:28][C:24]([C:25]([Cl:27])=O)=[CH:23][CH:22]=1)([CH3:20])([CH3:19])[CH3:18], predict the reaction product.